This data is from Catalyst prediction with 721,799 reactions and 888 catalyst types from USPTO. The task is: Predict which catalyst facilitates the given reaction. Reactant: [CH3:1][C:2]([C:7]1[CH:12]=[CH:11][CH:10]=[CH:9][CH:8]=1)([CH3:6])[C:3]([OH:5])=[O:4].[C:13](=O)([O-])O.[Na+].CI.Cl. Product: [CH3:13][O:4][C:3](=[O:5])[C:2]([CH3:1])([C:7]1[CH:12]=[CH:11][CH:10]=[CH:9][CH:8]=1)[CH3:6]. The catalyst class is: 9.